Binary Classification. Given a drug SMILES string, predict its activity (active/inactive) in a high-throughput screening assay against a specified biological target. From a dataset of HIV replication inhibition screening data with 41,000+ compounds from the AIDS Antiviral Screen. (1) The drug is O=Cc1c(O)c(C(=O)Nc2ccc3[nH]c(=O)[nH]c3c2)cc2ccccc12. The result is 0 (inactive). (2) The molecule is C(=Cc1csnn1)c1cccnc1. The result is 0 (inactive). (3) The drug is COC(=O)C1C=CC(OC2OC(COC(C)=O)C(OC(C)=O)C(OC(C)=O)C2OC(C)=O)n2c(=O)n(-c3ccccc3)c(=O)n21. The result is 0 (inactive). (4) The drug is Cc1ccc(C2(C)NC(=S)N(NC(N)=S)C2=S)cc1. The result is 0 (inactive). (5) The molecule is Cc1cc(O)nc(NN=Cc2ccc(Cl)c(Cl)c2)n1. The result is 0 (inactive). (6) The molecule is O=C(NC1C=Nc2ccc(Cl)cc2NC1=O)c1ccc2ccccc2c1. The result is 0 (inactive). (7) The result is 0 (inactive). The compound is CCC1(CC)COP(=S)(S)OC1. (8) The compound is CC(C)(c1ccc(Oc2ccc(C#N)c(C#N)c2)cc1)c1ccc(Oc2ccc(C#N)c(C#N)c2)cc1. The result is 0 (inactive). (9) The compound is CC(=O)OCC1OC(n2cc(C(F)(F)F)c(=O)[nH]c2=O)CC1OC(C)=O. The result is 0 (inactive). (10) The compound is Cc1nc2c(cnn2C)cc1CCc1ccccc1. The result is 0 (inactive).